From a dataset of Forward reaction prediction with 1.9M reactions from USPTO patents (1976-2016). Predict the product of the given reaction. (1) Given the reactants [NH2:1][C:2]1[C:7]2[C:8]([C:11]3[CH:16]=[CH:15][C:14]([NH:17][C:18]([C:20]4[N:21]([CH3:29])[C:22]5[C:27]([CH:28]=4)=[CH:26][CH:25]=[CH:24][CH:23]=5)=[O:19])=[C:13]([O:30][CH3:31])[CH:12]=3)=[CH:9][S:10][C:6]=2[C:5](/[CH:32]=[CH:33]/[CH:34]=O)=[CH:4][N:3]=1.[CH3:36][NH:37][NH2:38], predict the reaction product. The product is: [NH2:1][C:2]1[C:7]2[C:8]([C:11]3[CH:16]=[CH:15][C:14]([NH:17][C:18]([C:20]4[N:21]([CH3:29])[C:22]5[C:27]([CH:28]=4)=[CH:26][CH:25]=[CH:24][CH:23]=5)=[O:19])=[C:13]([O:30][CH3:31])[CH:12]=3)=[CH:9][S:10][C:6]=2[C:5]([CH:32]2[N:37]([CH3:36])[N:38]=[CH:34][CH2:33]2)=[CH:4][N:3]=1. (2) Given the reactants [CH:1]1([CH:6]([O:26][CH3:27])[C:7]2[CH:21]=[CH:20][C:19]([C:22]([F:25])([F:24])[F:23])=[CH:18][C:8]=2[CH2:9][O:10][Si](C(C)(C)C)(C)C)[CH2:5][CH2:4][CH2:3][CH2:2]1.CCCC[N+](CCCC)(CCCC)CCCC.[F-], predict the reaction product. The product is: [CH:1]1([CH:6]([O:26][CH3:27])[C:7]2[CH:21]=[CH:20][C:19]([C:22]([F:25])([F:24])[F:23])=[CH:18][C:8]=2[CH2:9][OH:10])[CH2:5][CH2:4][CH2:3][CH2:2]1. (3) Given the reactants O.O.[Sn](Cl)Cl.[F:6][C:7]1[CH:12]=[CH:11][C:10]([C:13]#[C:14][C:15]2[CH:16]=[N:17][CH:18]=[C:19]([O:21][CH3:22])[CH:20]=2)=[CH:9][C:8]=1[N+:23]([O-])=O.[OH-].[K+], predict the reaction product. The product is: [F:6][C:7]1[CH:12]=[CH:11][C:10]([C:13]#[C:14][C:15]2[CH:16]=[N:17][CH:18]=[C:19]([O:21][CH3:22])[CH:20]=2)=[CH:9][C:8]=1[NH2:23]. (4) Given the reactants [Br:1][C:2]1[CH:3]=[C:4](I)[C:5]2[O:14][C:13]3[CH2:12][CH2:11][N:10]([C:15]([O:17][C:18]([CH3:21])([CH3:20])[CH3:19])=[O:16])[CH2:9][C:8]=3[C:6]=2[CH:7]=1.C([Mg]Br)(C)C.[CH3:28][CH:29]1[CH2:31][O:30]1, predict the reaction product. The product is: [Br:1][C:2]1[CH:3]=[C:4]([CH2:28][CH:29]([OH:30])[CH3:31])[C:5]2[O:14][C:13]3[CH2:12][CH2:11][N:10]([C:15]([O:17][C:18]([CH3:21])([CH3:20])[CH3:19])=[O:16])[CH2:9][C:8]=3[C:6]=2[CH:7]=1. (5) The product is: [CH3:1][O:2][C:3](=[O:22])[CH:4]([C:8]1[CH:13]=[CH:12][C:11]([O:14][CH2:15][C:16]2[CH:21]=[CH:20][CH:19]=[CH:18][CH:17]=2)=[CH:10][CH:9]=1)[CH2:5][CH:6]=[O:23]. Given the reactants [CH3:1][O:2][C:3](=[O:22])[CH:4]([C:8]1[CH:13]=[CH:12][C:11]([O:14][CH2:15][C:16]2[CH:21]=[CH:20][CH:19]=[CH:18][CH:17]=2)=[CH:10][CH:9]=1)[CH2:5][CH:6]=C.[O:23]=[O+][O-].C(O)(=O)C.C(=O)(O)[O-].[Na+], predict the reaction product. (6) Given the reactants S(=O)(=O)(O)O.[OH:6][CH2:7][CH2:8][O:9][C:10]1[CH:15]=[CH:14][C:13]([C:16]2([C:29]3[CH:34]=[CH:33][C:32]([O:35][CH2:36][CH2:37][OH:38])=[CH:31][CH:30]=3)[C:28]3[CH:27]=[CH:26][CH:25]=[CH:24][C:23]=3[C:22]3[C:17]2=[CH:18][CH:19]=[CH:20][CH:21]=3)=[CH:12][CH:11]=1.[C:39]1(=[O:52])[C:51]2[C:43]([C:44]3[C:49]([CH:50]=2)=[CH:48][CH:47]=[CH:46][CH:45]=3)=[CH:42][CH:41]=[CH:40]1.O(C(O)C)C1C=CC=CC=1, predict the reaction product. The product is: [OH:38][CH2:37][CH2:36][O:35][C:32]1[CH:33]=[CH:34][C:29]([C:16]2([C:13]3[CH:12]=[CH:11][C:10]([O:9][CH2:8][CH2:7][OH:6])=[CH:15][CH:14]=3)[C:17]3[CH:18]=[CH:19][CH:20]=[CH:21][C:22]=3[C:23]3[C:28]2=[CH:27][CH:26]=[CH:25][CH:24]=3)=[CH:30][CH:31]=1.[C:39]1(=[O:52])[C:51]2[C:43]([C:44]3[C:49]([CH:50]=2)=[CH:48][CH:47]=[CH:46][CH:45]=3)=[CH:42][CH:41]=[CH:40]1.[O:9]([CH2:8][CH2:7][OH:6])[C:10]1[CH:15]=[CH:14][CH:13]=[CH:12][CH:11]=1. (7) Given the reactants S(Cl)(C)(=O)=O.[I:6][C:7]1[C:14]([I:15])=[CH:13][C:12]([I:16])=[CH:11][C:8]=1[CH2:9]O.C(N(C(C)C)CC)(C)C.[Cl-:26].[Li+], predict the reaction product. The product is: [I:6][C:7]1[C:14]([I:15])=[CH:13][C:12]([I:16])=[CH:11][C:8]=1[CH2:9][Cl:26]. (8) Given the reactants [C:1]([CH2:5][C:6]([OH:8])=O)([CH3:4])([CH3:3])[CH3:2].C(Cl)(=O)C(Cl)=O.[C:15]([O:19][C:20](=[O:41])[NH:21][CH2:22][CH2:23][CH:24]([N:26]1[CH2:31][CH2:30][CH:29]([NH:32][CH2:33][C:34]2[CH:35]=[N:36][CH:37]=[CH:38][C:39]=2[CH3:40])[CH2:28][CH2:27]1)[CH3:25])([CH3:18])([CH3:17])[CH3:16].C(N(CC)CC)C, predict the reaction product. The product is: [C:15]([O:19][C:20](=[O:41])[NH:21][CH2:22][CH2:23][CH:24]([N:26]1[CH2:31][CH2:30][CH:29]([N:32]([C:6](=[O:8])[CH2:5][C:1]([CH3:4])([CH3:3])[CH3:2])[CH2:33][C:34]2[CH:35]=[N:36][CH:37]=[CH:38][C:39]=2[CH3:40])[CH2:28][CH2:27]1)[CH3:25])([CH3:18])([CH3:16])[CH3:17]. (9) Given the reactants [F:1][C:2]1[C:7]([C:8]2[CH:13]=[CH:12][CH:11]=[C:10]([CH3:14])[CH:9]=2)=[C:6]([C:15]([C@@H:22]2[O:27][CH2:26][CH2:25][N:24]([C:28]([O:30][C:31]([CH3:34])([CH3:33])[CH3:32])=[O:29])[CH2:23]2)=[CH:16][CH2:17][CH2:18][CH2:19][O:20][CH3:21])[CH:5]=[CH:4][CH:3]=1, predict the reaction product. The product is: [F:1][C:2]1[C:7]([C:8]2[CH:13]=[CH:12][CH:11]=[C:10]([CH3:14])[CH:9]=2)=[C:6]([CH:15]([C@@H:22]2[O:27][CH2:26][CH2:25][N:24]([C:28]([O:30][C:31]([CH3:34])([CH3:33])[CH3:32])=[O:29])[CH2:23]2)[CH2:16][CH2:17][CH2:18][CH2:19][O:20][CH3:21])[CH:5]=[CH:4][CH:3]=1.